This data is from Forward reaction prediction with 1.9M reactions from USPTO patents (1976-2016). The task is: Predict the product of the given reaction. (1) Given the reactants [CH3:1][C:2]1[C:10]2[C:9](=[O:11])[NH:8][CH:7]=[N:6][C:5]=2[S:4][C:3]=1[C:12]([OH:14])=O.C(Cl)Cl.C(Cl)CCl.[C:22]1([N:28]2[CH2:33][CH2:32][NH:31][CH2:30][CH2:29]2)[CH:27]=[CH:26][CH:25]=[CH:24][CH:23]=1, predict the reaction product. The product is: [CH3:1][C:2]1[C:10]2[C:9](=[O:11])[NH:8][CH:7]=[N:6][C:5]=2[S:4][C:3]=1[C:12]([N:31]1[CH2:32][CH2:33][N:28]([C:22]2[CH:27]=[CH:26][CH:25]=[CH:24][CH:23]=2)[CH2:29][CH2:30]1)=[O:14]. (2) Given the reactants [C:1]([O:5][CH2:6][CH2:7][CH2:8][CH3:9])(=[O:4])[CH:2]=[CH2:3].[C:10]([OH:14])(=[O:13])[CH:11]=[CH2:12].N(C(C)(C)C#N)=NC(C)(C)C#N, predict the reaction product. The product is: [C:1]([O:5][CH2:6][CH2:7][CH2:8][CH3:9])(=[O:4])[CH:2]=[CH2:3].[C:10]([OH:14])(=[O:13])[CH:11]=[CH2:12]. (3) Given the reactants [C:1]([C:3]1[CH:4]=[C:5]([C:9]2[CH:14]=[CH:13][C:12]([S:15]([NH:18][C@H:19]([C:23]([O:25][CH3:26])=[O:24])[CH:20]([CH3:22])[CH3:21])(=[O:17])=[O:16])=[CH:11][CH:10]=2)[CH:6]=[CH:7][CH:8]=1)#[N:2].N.CO, predict the reaction product. The product is: [NH2:2][CH2:1][C:3]1[CH:4]=[C:5]([C:9]2[CH:10]=[CH:11][C:12]([S:15]([NH:18][C@H:19]([C:23]([O:25][CH3:26])=[O:24])[CH:20]([CH3:21])[CH3:22])(=[O:17])=[O:16])=[CH:13][CH:14]=2)[CH:6]=[CH:7][CH:8]=1. (4) Given the reactants [Si:1]([O:8][CH2:9][CH2:10][C:11]1[CH:16]=[CH:15][C:14]([Cl:17])=[CH:13][C:12]=1[CH:18]([C:20]1[CH:24]=[C:23]([CH:25]2[O:29][CH2:28][CH2:27][O:26]2)[S:22][C:21]=1[CH3:30])[OH:19])([C:4]([CH3:7])([CH3:6])[CH3:5])([CH3:3])[CH3:2], predict the reaction product. The product is: [Si:1]([O:8][CH2:9][CH2:10][C:11]1[CH:16]=[CH:15][C:14]([Cl:17])=[CH:13][C:12]=1[C:18]([C:20]1[CH:24]=[C:23]([CH:25]2[O:29][CH2:28][CH2:27][O:26]2)[S:22][C:21]=1[CH3:30])=[O:19])([C:4]([CH3:7])([CH3:6])[CH3:5])([CH3:2])[CH3:3]. (5) The product is: [Br:21][C:2]1[CH:3]=[C:4]([CH:8]=[CH:9][C:10]=1[C:11]([F:14])([F:13])[F:12])[C:5]([OH:7])=[O:6]. Given the reactants N[C:2]1[CH:3]=[C:4]([CH:8]=[CH:9][C:10]=1[C:11]([F:14])([F:13])[F:12])[C:5]([OH:7])=[O:6].N([O-])=O.[Na+].[OH-].[Na+].[BrH:21], predict the reaction product. (6) Given the reactants Br[C:2]1[C:6]2[CH2:7][N:8]([C:11](=[O:13])[CH3:12])[CH2:9][CH2:10][C:5]=2[N:4]([C@H:14]2[CH2:18][CH2:17][O:16][CH2:15]2)[N:3]=1.C1(P(C2CCCCC2)C2C=CC=CC=2C2C(OC(C)C)=CC=CC=2OC(C)C)CCCCC1.C(O[Na])(C)(C)C.[CH3:58][N:59]1[CH:63]=[C:62]([C:64]2[CH:73]=[C:72]3[C:67]([NH:68][CH2:69][CH2:70][N:71]3[C:74]([O:76][C:77]([CH3:80])([CH3:79])[CH3:78])=[O:75])=[CH:66][CH:65]=2)[CH:61]=[N:60]1, predict the reaction product. The product is: [C:11]([N:8]1[CH2:9][CH2:10][C:5]2[N:4]([C@H:14]3[CH2:18][CH2:17][O:16][CH2:15]3)[N:3]=[C:2]([N:68]3[C:67]4[C:72](=[CH:73][C:64]([C:62]5[CH:61]=[N:60][N:59]([CH3:58])[CH:63]=5)=[CH:65][CH:66]=4)[N:71]([C:74]([O:76][C:77]([CH3:80])([CH3:79])[CH3:78])=[O:75])[CH2:70][CH2:69]3)[C:6]=2[CH2:7]1)(=[O:13])[CH3:12].